From a dataset of Catalyst prediction with 721,799 reactions and 888 catalyst types from USPTO. Predict which catalyst facilitates the given reaction. Reactant: O[CH2:2][C:3]1[N:7]([CH:8]2[C:17]3[C:12](=[CH:13][CH:14]=[CH:15][CH:16]=3)[C:11](=[O:18])[O:10][C:9]2([CH3:20])[CH3:19])[CH:6]=[N:5][CH:4]=1.CCN(S(F)(F)[F:27])CC. Product: [F:27][CH2:2][C:3]1[N:7]([CH:8]2[C:17]3[C:12](=[CH:13][CH:14]=[CH:15][CH:16]=3)[C:11](=[O:18])[O:10][C:9]2([CH3:20])[CH3:19])[CH:6]=[N:5][CH:4]=1. The catalyst class is: 4.